From a dataset of Catalyst prediction with 721,799 reactions and 888 catalyst types from USPTO. Predict which catalyst facilitates the given reaction. (1) Reactant: C([O:3][C:4](=[O:32])[CH:5]=[C:6]([C:8]1[O:12][C:11]2[C:13]([C:17]3[CH:22]=[C:21]([CH:23]([CH3:25])[CH3:24])[CH:20]=[C:19]([CH:26]([CH3:28])[CH3:27])[C:18]=3[O:29][CH2:30][CH3:31])=[CH:14][CH:15]=[CH:16][C:10]=2[CH:9]=1)[CH3:7])C.C1COCC1.[Li+].[OH-]. Product: [CH2:30]([O:29][C:18]1[C:19]([CH:26]([CH3:28])[CH3:27])=[CH:20][C:21]([CH:23]([CH3:24])[CH3:25])=[CH:22][C:17]=1[C:13]1[C:11]2[O:12][C:8]([C:6]([CH3:7])=[CH:5][C:4]([OH:32])=[O:3])=[CH:9][C:10]=2[CH:16]=[CH:15][CH:14]=1)[CH3:31]. The catalyst class is: 5. (2) Reactant: CCN(S(F)(F)[F:7])CC.[C:10]([C:13]1[C:14]([CH2:29][NH:30][C:31]([C@@H:33]2[C@H:37](O)[CH2:36][CH2:35][N:34]2[C:39]([O:41][C:42]([CH3:45])([CH3:44])[CH3:43])=[O:40])=[O:32])=[CH:15][C:16]([C:19]2[CH:20]=[N:21][C:22]([C:25]([F:28])([F:27])[F:26])=[CH:23][CH:24]=2)=[N:17][CH:18]=1)(=[O:12])[NH2:11]. Product: [C:10]([C:13]1[C:14]([CH2:29][NH:30][C:31]([C@@H:33]2[C@@H:37]([F:7])[CH2:36][CH2:35][N:34]2[C:39]([O:41][C:42]([CH3:43])([CH3:44])[CH3:45])=[O:40])=[O:32])=[CH:15][C:16]([C:19]2[CH:20]=[N:21][C:22]([C:25]([F:26])([F:28])[F:27])=[CH:23][CH:24]=2)=[N:17][CH:18]=1)(=[O:12])[NH2:11]. The catalyst class is: 22. (3) Reactant: [F:1][C:2]1[C:29]([F:30])=[CH:28][CH:27]=[CH:26][C:3]=1[CH2:4][N:5]1[C:10](=[O:11])[CH:9]=[CH:8][C:7]([C:12]2[C:20]3[C:15](=[CH:16][CH:17]=[C:18]([F:21])[CH:19]=3)[N:14]([CH2:22][C:23]#[N:24])[C:13]=2[CH3:25])=[CH:6]1.[N-:31]=[N+:32]=[N-:33].[Na+].[Cl-].[NH4+]. Product: [N:24]1[NH:31][N:32]=[N:33][C:23]=1[CH2:22][N:14]1[C:15]2[C:20](=[CH:19][C:18]([F:21])=[CH:17][CH:16]=2)[C:12]([C:7]2[CH:8]=[CH:9][C:10](=[O:11])[N:5]([CH2:4][C:3]3[CH:26]=[CH:27][CH:28]=[C:29]([F:30])[C:2]=3[F:1])[CH:6]=2)=[C:13]1[CH3:25]. The catalyst class is: 3. (4) Reactant: O=[C:2]([C:9]1[CH:10]=[C:11]2[C:16](=[CH:17][CH:18]=1)[N:15]=[CH:14][CH:13]=[CH:12]2)[CH2:3][C:4]([O:6]CC)=O.[CH2:19]([C:26]1[C:27]([CH3:32])=[N:28][NH:29][C:30]=1[NH2:31])[C:20]1[CH:25]=[CH:24][CH:23]=[CH:22][CH:21]=1. Product: [CH2:19]([C:26]1[C:27]([CH3:32])=[N:28][N:29]2[C:4](=[O:6])[CH:3]=[C:2]([C:9]3[CH:10]=[C:11]4[C:16](=[CH:17][CH:18]=3)[N:15]=[CH:14][CH:13]=[CH:12]4)[NH:31][C:30]=12)[C:20]1[CH:21]=[CH:22][CH:23]=[CH:24][CH:25]=1. The catalyst class is: 15. (5) Reactant: [Cl:1][C:2]1[CH:7]=[C:6]([O:8]C)[N:5]=[C:4]([CH2:10][C:11]([N:13]2[C:21]3[C:16](=[CH:17][CH:18]=[CH:19][CH:20]=3)[CH2:15][CH:14]2[CH3:22])=[O:12])[N:3]=1.[I-].[K+].C[Si](C)(C)Cl. Product: [Cl:1][C:2]1[CH2:7][C:6](=[O:8])[N:5]=[C:4]([CH2:10][C:11]([N:13]2[C:21]3[C:16](=[CH:17][CH:18]=[CH:19][CH:20]=3)[CH2:15][CH:14]2[CH3:22])=[O:12])[N:3]=1. The catalyst class is: 47. (6) Reactant: Br[C:2]1[CH:3]=[C:4](CC#N)[CH:5]=[C:6]2[C:11]=1[N:10]=[CH:9][CH:8]=[CH:7]2.CI.CC(C)([O-])C.[K+]. Product: [N:10]1[C:11]2[C:6](=[CH:5][CH:4]=[CH:3][CH:2]=2)[CH:7]=[CH:8][CH:9]=1. The catalyst class is: 598.